From a dataset of Forward reaction prediction with 1.9M reactions from USPTO patents (1976-2016). Predict the product of the given reaction. (1) The product is: [N:21]1([CH2:28][CH2:27][C:26]#[C:25][C:2]2[CH:7]=[CH:6][CH:5]=[C:4]([CH2:8][N:9]3[CH2:14][CH2:13][CH2:12][CH2:11][CH2:10]3)[N:3]=2)[CH2:16][CH2:17][CH2:18][CH2:19][CH2:20]1. Given the reactants Br[C:2]1[CH:7]=[CH:6][CH:5]=[C:4]([CH2:8][N:9]2[CH2:14][CH2:13][CH2:12][CH2:11][CH2:10]2)[N:3]=1.Br[C:16]1[N:21]=[C:20](C=O)[CH:19]=[CH:18][CH:17]=1.N1C[CH2:28][CH2:27][CH2:26][CH2:25]1, predict the reaction product. (2) Given the reactants [Si]([O:8][C:9]1[CH:14]=[CH:13][C:12]([N:15]([C:62]2[CH:67]=[CH:66][CH:65]=[CH:64][CH:63]=2)[C:16]([C:18]2[CH:19]=[C:20]([C:27]3[C:28]([C:36]([N:38]4[C@H:47]([CH2:48][CH2:49][N:50]([CH2:58][CH:59]([F:61])[F:60])C(=O)OC(C)(C)C)[CH2:46][C:45]5[C:40](=[CH:41][CH:42]=[CH:43][CH:44]=5)[CH2:39]4)=[O:37])=[CH:29][C:30]4[O:34][CH2:33][O:32][C:31]=4[CH:35]=3)[N:21]3[C:26]=2[CH2:25][CH2:24][CH2:23][CH2:22]3)=[O:17])=[CH:11][CH:10]=1)(C(C)(C)C)(C)C.[OH-].[K+].Cl, predict the reaction product. The product is: [F:61][CH:59]([F:60])[CH2:58][NH:50][CH2:49][CH2:48][C@@H:47]1[CH2:46][C:45]2[C:40](=[CH:41][CH:42]=[CH:43][CH:44]=2)[CH2:39][N:38]1[C:36]([C:28]1[C:27]([C:20]2[N:21]3[C:26]([CH2:25][CH2:24][CH2:23][CH2:22]3)=[C:18]([C:16]([N:15]([C:12]3[CH:13]=[CH:14][C:9]([OH:8])=[CH:10][CH:11]=3)[C:62]3[CH:63]=[CH:64][CH:65]=[CH:66][CH:67]=3)=[O:17])[CH:19]=2)=[CH:35][C:31]2[O:32][CH2:33][O:34][C:30]=2[CH:29]=1)=[O:37]. (3) Given the reactants [CH3:1][C:2]1[C:17]([C:18]([OH:20])=O)=[C:5]2[CH:6]=[C:7]([CH3:16])[CH:8]=[C:9]([O:10][CH2:11][CH2:12][CH:13]([CH3:15])[CH3:14])[N:4]2[N:3]=1.ON1C2C=CC=CC=2N=N1.CN(C)CCCN=C=NCC.[C:42]([O:46][C:47](=[O:56])[NH:48][C:49]([CH3:55])([CH2:52][CH2:53][CH3:54])[CH2:50][NH2:51])([CH3:45])([CH3:44])[CH3:43].C(N(CC)C(C)C)(C)C, predict the reaction product. The product is: [C:42]([O:46][C:47](=[O:56])[NH:48][C:49]([CH3:55])([CH2:52][CH2:53][CH3:54])[CH2:50][NH:51][C:18]([C:17]1[C:2]([CH3:1])=[N:3][N:4]2[C:9]([O:10][CH2:11][CH2:12][CH:13]([CH3:14])[CH3:15])=[CH:8][C:7]([CH3:16])=[CH:6][C:5]=12)=[O:20])([CH3:45])([CH3:44])[CH3:43].